Dataset: Forward reaction prediction with 1.9M reactions from USPTO patents (1976-2016). Task: Predict the product of the given reaction. (1) Given the reactants [Br-].[CH3:2][N+:3]([CH3:20])([CH2:12][CH2:13][CH2:14][CH2:15][CH2:16][CH2:17][CH2:18][CH3:19])[CH2:4][CH2:5][CH2:6][CH2:7][CH2:8][CH2:9][CH2:10][CH3:11].C1(C)C=CC=CC=1.[S:28](=[O:32])(=[O:31])([OH:30])[OH:29], predict the reaction product. The product is: [S:28]([O-:32])([OH:31])(=[O:30])=[O:29].[CH3:20][N+:3]([CH3:2])([CH2:4][CH2:5][CH2:6][CH2:7][CH2:8][CH2:9][CH2:10][CH3:11])[CH2:12][CH2:13][CH2:14][CH2:15][CH2:16][CH2:17][CH2:18][CH3:19]. (2) Given the reactants [Cl:1][S:2]([N:5]=[C:6]=[O:7])(=[O:4])=[O:3].[C:8]([OH:12])([CH3:11])([CH3:10])[CH3:9], predict the reaction product. The product is: [C:8]([O:12][C:6]([NH:5][S:2]([Cl:1])(=[O:4])=[O:3])=[O:7])([CH3:11])([CH3:10])[CH3:9]. (3) Given the reactants [F:1][CH2:2][C:3]1([C:17]([O:19][CH2:20][C:21]2[CH:26]=[CH:25][CH:24]=[CH:23][CH:22]=2)=[O:18])[CH2:8][CH2:7][C:6](OS(C(F)(F)F)(=O)=O)=[CH:5][CH2:4]1.CCN(C(C)C)C(C)C, predict the reaction product. The product is: [F:1][CH2:2][C:3]1([C:17]([O:19][CH2:20][C:21]2[CH:26]=[CH:25][CH:24]=[CH:23][CH:22]=2)=[O:18])[CH2:8][CH2:7][C:6]([C:17]([O:19][CH3:20])=[O:18])=[CH:5][CH2:4]1. (4) Given the reactants [Cl:1][C:2]1[CH:7]=[CH:6][C:5]([C:8]2[O:9][CH:10]=[C:11]([CH2:13][OH:14])[N:12]=2)=[CH:4][CH:3]=1.[H-].[Na+].[CH3:17][O:18][CH2:19]Cl.O, predict the reaction product. The product is: [Cl:1][C:2]1[CH:3]=[CH:4][C:5]([C:8]2[O:9][CH:10]=[C:11]([CH2:13][O:14][CH2:17][O:18][CH3:19])[N:12]=2)=[CH:6][CH:7]=1.